This data is from Forward reaction prediction with 1.9M reactions from USPTO patents (1976-2016). The task is: Predict the product of the given reaction. (1) Given the reactants [CH:1]1([CH2:4][N:5]2[C:10](=[O:11])[C:9]([CH2:12][N:13]3[CH2:18][CH2:17][N:16]([CH3:19])[CH2:15][CH2:14]3)=[CH:8][C:7]([C:20]3[CH:21]=[CH:22][C:23]4[O:27][CH2:26][CH2:25][C:24]=4[CH:28]=3)=[N:6]2)[CH2:3][CH2:2]1.[F:29][C:30]1C=CC(CN2C(=O)C(COS(C)(=O)=O)=CC(C3C=CC4OCCC=4C=3)=N2)=[CH:32][CH:31]=1, predict the reaction product. The product is: [F:29][C:30]1[CH:2]=[CH:3][C:1]([CH2:4][N:5]2[C:10](=[O:11])[C:9]([CH2:12][N:13]3[CH2:18][CH2:17][N:16]([CH3:19])[CH2:15][CH2:14]3)=[CH:8][C:7]([C:20]3[CH:21]=[CH:22][C:23]4[O:27][CH2:26][CH2:25][C:24]=4[CH:28]=3)=[N:6]2)=[CH:32][CH:31]=1. (2) Given the reactants Cl.[NH2:2][CH2:3][CH2:4][SH:5].[C:6]([O:10][C:11](O[C:11]([O:10][C:6]([CH3:9])([CH3:8])[CH3:7])=[O:12])=[O:12])([CH3:9])([CH3:8])[CH3:7].[OH-].[Na+], predict the reaction product. The product is: [C:11]([NH:2][CH2:3][CH2:4][SH:5])([O:10][C:6]([CH3:9])([CH3:8])[CH3:7])=[O:12]. (3) Given the reactants C(O[C:4]([C:6]1[N:7]=[C:8]([C:27]2[CH:32]=[CH:31][CH:30]=[CH:29][C:28]=2[C:33]([F:36])([F:35])[F:34])[N:9]([C:11]2[CH:16]=[CH:15][C:14]([C:17]3[CH:22]=[CH:21][CH:20]=[C:19]([S:23]([CH3:26])(=[O:25])=[O:24])[CH:18]=3)=[CH:13][CH:12]=2)[CH:10]=1)=[O:5])C.[C-]#[N:38].[Na+].N, predict the reaction product. The product is: [CH3:26][S:23]([C:19]1[CH:18]=[C:17]([C:14]2[CH:13]=[CH:12][C:11]([N:9]3[CH:10]=[C:6]([C:4]([NH2:38])=[O:5])[N:7]=[C:8]3[C:27]3[CH:32]=[CH:31][CH:30]=[CH:29][C:28]=3[C:33]([F:34])([F:36])[F:35])=[CH:16][CH:15]=2)[CH:22]=[CH:21][CH:20]=1)(=[O:25])=[O:24]. (4) The product is: [CH3:30][C:29]1[C:24]([N:21]2[CH2:22][CH2:23][N:18]([C:16]([C:13]3[CH:14]=[CH:15][C:10]([N:4]4[CH2:3][C@H:2]([CH3:1])[CH2:6][S:5]4(=[O:8])=[O:7])=[CH:11][C:12]=3[F:32])=[O:17])[CH2:19][CH2:20]2)=[N:25][CH:26]=[C:27]([CH3:31])[CH:28]=1. Given the reactants [CH3:1][C@@H:2]1[CH2:6][S:5](=[O:8])(=[O:7])[NH:4][CH2:3]1.Br[C:10]1[CH:15]=[CH:14][C:13]([C:16]([N:18]2[CH2:23][CH2:22][N:21]([C:24]3[C:29]([CH3:30])=[CH:28][C:27]([CH3:31])=[CH:26][N:25]=3)[CH2:20][CH2:19]2)=[O:17])=[C:12]([F:32])[CH:11]=1, predict the reaction product. (5) Given the reactants [CH2:1]([N:3]1[C:11]2[CH:10]=[C:9]3[NH:12][C:13]([C:15]4[C:23]5[C:18](=[CH:19][CH:20]=[C:21]([C:24]([OH:26])=O)[CH:22]=5)[NH:17][N:16]=4)=[N:14][C:8]3=[CH:7][C:6]=2[C:5]([CH3:28])([CH3:27])[C:4]1=[O:29])[CH3:2].C(N1C=CN=C1)(N1C=CN=C1)=O.C1COCC1.[CH2:47]([NH2:54])[C:48]1[CH:53]=[CH:52][CH:51]=[CH:50][CH:49]=1, predict the reaction product. The product is: [CH2:47]([NH:54][C:24]([C:21]1[CH:22]=[C:23]2[C:18](=[CH:19][CH:20]=1)[NH:17][N:16]=[C:15]2[C:13]1[NH:12][C:9]2[C:8]([N:14]=1)=[CH:7][C:6]1[C:5]([CH3:28])([CH3:27])[C:4](=[O:29])[N:3]([CH2:1][CH3:2])[C:11]=1[CH:10]=2)=[O:26])[C:48]1[CH:53]=[CH:52][CH:51]=[CH:50][CH:49]=1. (6) Given the reactants Br[C:2]1[CH:3]=[C:4]([O:8][CH:9]([CH3:11])[CH3:10])[CH:5]=[N:6][CH:7]=1.[CH3:12][C@@H:13]([OH:17])[CH2:14][CH:15]=[CH2:16].C(N(CC)CC)C.C(#N)C, predict the reaction product. The product is: [CH:9]([O:8][C:4]1[CH:3]=[C:2](/[CH:16]=[CH:15]/[CH2:14][C@H:13]([OH:17])[CH3:12])[CH:7]=[N:6][CH:5]=1)([CH3:11])[CH3:10]. (7) Given the reactants [CH:1]1[C:11]2[CH2:10][C:9]3([CH2:15][CH2:14][CH:13]([N:16]4[CH2:21][CH2:20][CH:19]([C:22]([O:24]CC)=[O:23])[CH2:18][CH2:17]4)[CH2:12]3)[C:8]3[CH:27]=[CH:28][CH:29]=[CH:30][C:7]=3[O:6][C:5]=2[CH:4]=[CH:3][CH:2]=1.[OH-].[K+], predict the reaction product. The product is: [CH:1]1[C:11]2[CH2:10][C:9]3([CH2:15][CH2:14][CH:13]([N:16]4[CH2:17][CH2:18][CH:19]([C:22]([OH:24])=[O:23])[CH2:20][CH2:21]4)[CH2:12]3)[C:8]3[CH:27]=[CH:28][CH:29]=[CH:30][C:7]=3[O:6][C:5]=2[CH:4]=[CH:3][CH:2]=1. (8) Given the reactants CO[C:3](=[O:13])[C:4]1[C:9]([Cl:10])=[CH:8][CH:7]=[CH:6][C:5]=1[CH2:11]Br.C(N(CC)CC)C.Cl.[NH2:22][C@H:23]1[C:31]2[C:26](=[CH:27][C:28]([C:33]([O:35][CH3:36])=[O:34])=[C:29]([F:32])[CH:30]=2)[CH2:25][CH2:24]1, predict the reaction product. The product is: [Cl:10][C:9]1[CH:8]=[CH:7][CH:6]=[C:5]2[C:4]=1[C:3](=[O:13])[N:22]([C@H:23]1[C:31]3[C:26](=[CH:27][C:28]([C:33]([O:35][CH3:36])=[O:34])=[C:29]([F:32])[CH:30]=3)[CH2:25][CH2:24]1)[CH2:11]2. (9) The product is: [CH:1]([N:14]1[CH2:17][C:16]([NH:20][CH3:21])([C:18]([NH2:19])=[O:22])[CH2:15]1)([C:8]1[CH:13]=[CH:12][CH:11]=[CH:10][CH:9]=1)[C:2]1[CH:3]=[CH:4][CH:5]=[CH:6][CH:7]=1. Given the reactants [CH:1]([N:14]1[CH2:17][C:16]([NH:20][CH3:21])([C:18]#[N:19])[CH2:15]1)([C:8]1[CH:13]=[CH:12][CH:11]=[CH:10][CH:9]=1)[C:2]1[CH:7]=[CH:6][CH:5]=[CH:4][CH:3]=1.[OH:22]S(O)(=O)=O, predict the reaction product. (10) Given the reactants [CH2:1]([O:3][C:4]([CH2:6][CH:7]1[CH2:12][CH2:11][CH:10]([CH2:13][C:14]([OH:16])=O)[CH2:9][CH2:8]1)=[O:5])[CH3:2].[N:17]1[CH:22]=[CH:21][C:20]([N:23]2[CH2:28][CH2:27][NH:26][CH2:25][CH2:24]2)=[CH:19][CH:18]=1.C1(N=C=NC2CCCCC2)CCCCC1, predict the reaction product. The product is: [CH2:1]([O:3][C:4](=[O:5])[CH2:6][CH:7]1[CH2:8][CH2:9][CH:10]([CH2:13][C:14](=[O:16])[N:26]2[CH2:27][CH2:28][N:23]([C:20]3[CH:21]=[CH:22][N:17]=[CH:18][CH:19]=3)[CH2:24][CH2:25]2)[CH2:11][CH2:12]1)[CH3:2].